This data is from Catalyst prediction with 721,799 reactions and 888 catalyst types from USPTO. The task is: Predict which catalyst facilitates the given reaction. (1) Reactant: [CH2:1]([N:8]1[CH2:13][CH2:12][CH2:11][CH:10]([NH:14][C:15]2[CH:20]=[CH:19][CH:18]=[CH:17][CH:16]=2)[CH2:9]1)[C:2]1[CH:7]=[CH:6][CH:5]=[CH:4][CH:3]=1.CCN(C(C)C)C(C)C.[C:30](Cl)(=[O:33])[CH2:31][CH3:32]. Product: [CH2:1]([N:8]1[CH2:13][CH2:12][CH2:11][CH:10]([N:14]([C:15]2[CH:20]=[CH:19][CH:18]=[CH:17][CH:16]=2)[C:30](=[O:33])[CH2:31][CH3:32])[CH2:9]1)[C:2]1[CH:3]=[CH:4][CH:5]=[CH:6][CH:7]=1. The catalyst class is: 2. (2) Reactant: [OH:1][C:2]1[CH:11]=[CH:10][C:9]([NH:12][S:13]([CH3:16])(=[O:15])=[O:14])=[CH:8][C:3]=1[C:4]([O:6][CH3:7])=[O:5].Br[CH2:18][CH:19]1[CH2:21][CH2:20]1.C(=O)([O-])[O-].[K+].[K+].Cl. Product: [CH:19]1([CH2:18][N:12]([C:9]2[CH:10]=[CH:11][C:2]([OH:1])=[C:3]([CH:8]=2)[C:4]([O:6][CH3:7])=[O:5])[S:13]([CH3:16])(=[O:15])=[O:14])[CH2:21][CH2:20]1. The catalyst class is: 10.